This data is from Full USPTO retrosynthesis dataset with 1.9M reactions from patents (1976-2016). The task is: Predict the reactants needed to synthesize the given product. (1) Given the product [Br:1][C:2]1[CH:7]=[C:6]([CH3:13])[C:5]([CH2:8][CH2:9][OH:10])=[C:4]([CH3:11])[CH:3]=1, predict the reactants needed to synthesize it. The reactants are: [Br:1][C:2]1[CH:7]=[CH:6][C:5]([CH2:8][CH2:9][OH:10])=[C:4]([CH3:11])[CH:3]=1.Br[C:13]1C=C(C)C(C=C)=C(C)C=1.B1C2CCCC1CCC2. (2) The reactants are: Br[C:2]([F:15])([F:14])[C:3]#[C:4][CH2:5][O:6][Si:7]([C:10]([CH3:13])([CH3:12])[CH3:11])([CH3:9])[CH3:8].[CH2:16]=[O:17].[In]. Given the product [Si:7]([O:6][CH2:5][C:4]#[C:3][C:2]([F:15])([F:14])[CH2:16][OH:17])([C:10]([CH3:13])([CH3:12])[CH3:11])([CH3:9])[CH3:8].[F:15][C:2]([F:14])([CH2:16][OH:17])[C:3]#[C:4][CH2:5][OH:6].[CH2:5]([OH:6])[C:4]#[CH:3], predict the reactants needed to synthesize it.